Dataset: Reaction yield outcomes from USPTO patents with 853,638 reactions. Task: Predict the reaction yield, written as a fraction of the theoretical maximum amount of product (1.0 means a 100% yield; for example, 0.34 means a 34% yield). (1) The reactants are [CH:1]([CH:3]1[CH2:5][CH:4]1[C:6]([O:8][CH2:9][CH3:10])=[O:7])=[O:2].[C:11]([Mg]Br)#[CH:12]. The catalyst is O1CCCC1. The product is [OH:2][CH:1]([C@@H:3]1[CH2:5][C@H:4]1[C:6]([O:8][CH2:9][CH3:10])=[O:7])[C:11]#[CH:12]. The yield is 1.00. (2) The product is [Cl:7][C:5]1[N:6]=[C:2]([N:19]2[CH2:24][CH2:23][O:22][CH2:21][CH2:20]2)[S:3][C:4]=1[C:8]#[N:9]. The yield is 0.910. The reactants are Cl[C:2]1[S:3][C:4]([C:8]#[N:9])=[C:5]([Cl:7])[N:6]=1.C(N(CC)C(C)C)(C)C.[NH:19]1[CH2:24][CH2:23][O:22][CH2:21][CH2:20]1. The catalyst is C(O)C.O. (3) The reactants are [Cl:1][C:2]1[N:7]=[C:6](Cl)[C:5]2=[CH:9][N:10]=[C:11]([CH:12]3[CH2:17][CH2:16][O:15][CH2:14][CH2:13]3)[N:4]2[N:3]=1.[OH-:18].[K+].Cl. The catalyst is O1CCCC1. The product is [Cl:1][C:2]1[NH:3][N:4]2[C:11]([CH:12]3[CH2:17][CH2:16][O:15][CH2:14][CH2:13]3)=[N:10][CH:9]=[C:5]2[C:6](=[O:18])[N:7]=1. The yield is 0.700. (4) The yield is 0.810. The catalyst is C(Cl)Cl. The reactants are FC(F)(F)C(O)=O.C(O[C:13]([N:15]1[CH2:34][CH2:33][C:18]2[N:19]=[C:20]([NH:23][C:24](=[O:32])[C:25]3[CH:30]=[CH:29][CH:28]=[C:27]([Cl:31])[CH:26]=3)[N:21]=[CH:22][C:17]=2[CH2:16]1)=[O:14])(C)(C)C.CCN(C(C)C)C(C)C.[CH3:44][C:45]1[CH:53]=[CH:52][CH:51]=[CH:50][C:46]=1C(O)=O.CCN=C=NCCCN(C)C.C1C=NC2N(O)N=NC=2C=1. The product is [Cl:31][C:27]1[CH:26]=[C:25]([CH:30]=[CH:29][CH:28]=1)[C:24]([NH:23][C:20]1[N:21]=[CH:22][C:17]2[CH2:16][N:15]([C:13](=[O:14])[C:46]3[CH:50]=[CH:51][CH:52]=[CH:53][C:45]=3[CH3:44])[CH2:34][CH2:33][C:18]=2[N:19]=1)=[O:32]. (5) The reactants are I[C:2]1[CH:7]=[CH:6][C:5]([S:8]([NH:11][CH2:12][C:13]2[CH:27]=[CH:26][C:16]([C:17]([NH:19][C:20]3[CH:21]=[N:22][CH:23]=[CH:24][CH:25]=3)=[O:18])=[CH:15][CH:14]=2)(=[O:10])=[O:9])=[CH:4][CH:3]=1.B(O)(O)[C:29]1[CH:34]=[CH:33][CH:32]=[C:31]([C:35]([F:38])([F:37])[F:36])[CH:30]=1.C([O-])([O-])=O.[K+].[K+]. The catalyst is C1(C)C=CC=CC=1.C(O)C.O.CN(C=O)C.C1C=CC(P(C2C=CC=CC=2)[C-]2C=CC=C2)=CC=1.C1C=CC(P(C2C=CC=CC=2)[C-]2C=CC=C2)=CC=1.Cl[Pd]Cl.[Fe+2]. The product is [N:22]1[CH:23]=[CH:24][CH:25]=[C:20]([NH:19][C:17](=[O:18])[C:16]2[CH:26]=[CH:27][C:13]([CH2:12][NH:11][S:8]([C:5]3[CH:6]=[CH:7][C:2]([C:29]4[CH:34]=[CH:33][CH:32]=[C:31]([C:35]([F:38])([F:37])[F:36])[CH:30]=4)=[CH:3][CH:4]=3)(=[O:10])=[O:9])=[CH:14][CH:15]=2)[CH:21]=1. The yield is 0.960. (6) The reactants are [C:1]([NH:9][C@H:10]([C:15]([O:17]C)=[O:16])[C:11]([CH3:14])([CH3:13])[CH3:12])(=[O:8])[CH2:2][CH2:3][CH2:4][CH2:5][CH:6]=[CH2:7].Cl. The catalyst is C1COCC1.[OH-].[Na+]. The product is [C:1]([NH:9][C@H:10]([C:15]([OH:17])=[O:16])[C:11]([CH3:12])([CH3:13])[CH3:14])(=[O:8])[CH2:2][CH2:3][CH2:4][CH2:5][CH:6]=[CH2:7]. The yield is 0.840. (7) The reactants are Cl.[F:2][C:3]1[CH:4]=[C:5]2[C:10](=[CH:11][CH:12]=1)[N:9]=[CH:8][CH:7]=[C:6]2[N:13]1[CH2:18][CH2:17][NH:16][CH2:15][CH2:14]1.C([O-])([O-])=O.[K+].[K+].Br[CH:26]([CH3:32])[C:27]([O:29][CH2:30][CH3:31])=[O:28]. The catalyst is CN1C(=O)CCC1. The product is [F:2][C:3]1[CH:4]=[C:5]2[C:10](=[CH:11][CH:12]=1)[N:9]=[CH:8][CH:7]=[C:6]2[N:13]1[CH2:14][CH2:15][N:16]([CH:26]([CH3:32])[C:27]([O:29][CH2:30][CH3:31])=[O:28])[CH2:17][CH2:18]1. The yield is 0.940. (8) The reactants are CO[C:3]([C:5]1[N:6]=[C:7]([C:23]#[N:24])[C:8]2[C:13]([C:14]=1[OH:15])=[CH:12][CH:11]=[C:10]([O:16][C:17]1[CH:22]=[CH:21][CH:20]=[CH:19][CH:18]=1)[CH:9]=2)=[O:4].[NH2:25][C@H:26]([CH2:31][CH2:32][C:33]1[CH:38]=[CH:37][CH:36]=[CH:35][CH:34]=1)[CH2:27][C:28]([OH:30])=[O:29].C[O-].[Na+].CO.Cl. The catalyst is O. The product is [C:23]([C:7]1[C:8]2[C:13](=[CH:12][CH:11]=[C:10]([O:16][C:17]3[CH:22]=[CH:21][CH:20]=[CH:19][CH:18]=3)[CH:9]=2)[C:14]([OH:15])=[C:5]([C:3]([NH:25][C@H:26]([CH2:31][CH2:32][C:33]2[CH:38]=[CH:37][CH:36]=[CH:35][CH:34]=2)[CH2:27][C:28]([OH:30])=[O:29])=[O:4])[N:6]=1)#[N:24]. The yield is 0.430. (9) The reactants are [Cl:1][C:2]1[C:10]2[N:9]=[C:8]3[N:11]([C:16]4[C:21]([Cl:22])=[CH:20][C:19]([Cl:23])=[CH:18][N:17]=4)[CH2:12][CH2:13][CH2:14][CH2:15][N:7]3[C:6]=2[C:5]([CH2:24][OH:25])=[CH:4][CH:3]=1.[CH3:26][C:27](OI1(OC(C)=O)(OC(C)=O)OC(=O)C2C=CC=CC1=2)=O.C([Mg]Br)C.C(OCC)C. The catalyst is C(#N)C.C(OCC)(=O)C. The product is [Cl:1][C:2]1[C:10]2[N:9]=[C:8]3[N:11]([C:16]4[C:21]([Cl:22])=[CH:20][C:19]([Cl:23])=[CH:18][N:17]=4)[CH2:12][CH2:13][CH2:14][CH2:15][N:7]3[C:6]=2[C:5]([CH:24]([OH:25])[CH2:26][CH3:27])=[CH:4][CH:3]=1. The yield is 0.750. (10) The reactants are Cl[S:2]([C:5]1[CH:6]=[C:7]([CH:11]=[CH:12][C:13]=1[NH:14][CH3:15])[C:8]([OH:10])=[O:9])(=[O:4])=[O:3].C(OCC)(=O)C.[CH3:22][NH:23][CH3:24]. No catalyst specified. The product is [CH3:22][N:23]([CH3:24])[S:2]([C:5]1[CH:6]=[C:7]([CH:11]=[CH:12][C:13]=1[NH:14][CH3:15])[C:8]([OH:10])=[O:9])(=[O:4])=[O:3]. The yield is 0.920.